This data is from Forward reaction prediction with 1.9M reactions from USPTO patents (1976-2016). The task is: Predict the product of the given reaction. The product is: [CH3:15][O:14][C:12]1[CH:13]=[CH:8][C:9]([O:16][CH3:17])=[CH:10][C:11]=1[N:1]1[CH2:6][CH2:5][NH:4][CH2:3][CH2:2]1. Given the reactants [NH:1]1[CH2:6][CH2:5][NH:4][CH2:3][CH2:2]1.Br[C:8]1[CH:13]=[C:12]([O:14][CH3:15])[CH:11]=[CH:10][C:9]=1[O:16][CH3:17].CC1(C)C2C=CC=C(P(C3C=CC=CC=3)C3C=CC=CC=3)C=2OC2C1=CC=CC=2P(C1C=CC=CC=1)C1C=CC=CC=1.C(=O)([O-])[O-].[Cs+].[Cs+], predict the reaction product.